Dataset: Catalyst prediction with 721,799 reactions and 888 catalyst types from USPTO. Task: Predict which catalyst facilitates the given reaction. (1) Reactant: [C:1]([C:4]1[N:9]=[C:8]([C:10]2[CH:15]=[CH:14][C:13]([C:16]3[CH:21]=[CH:20][C:19]([CH2:22][C:23]([O:25][CH3:26])=[O:24])=[CH:18][C:17]=3[Cl:27])=[C:12]([F:28])[CH:11]=2)[C:7]([CH3:29])=[N:6][C:5]=1[CH3:30])(=[O:3])[NH2:2].[C:31](=O)([O-])[O-:32].[K+].[K+].C=O.Cl. Product: [C:1]([C:4]1[N:9]=[C:8]([C:10]2[CH:15]=[CH:14][C:13]([C:16]3[CH:21]=[CH:20][C:19]([CH:22]([CH2:31][OH:32])[C:23]([O:25][CH3:26])=[O:24])=[CH:18][C:17]=3[Cl:27])=[C:12]([F:28])[CH:11]=2)[C:7]([CH3:29])=[N:6][C:5]=1[CH3:30])(=[O:3])[NH2:2]. The catalyst class is: 248. (2) Reactant: [F:1][C:2]1[CH:3]=[C:4]([N:8]2[C:12]3([CH2:17][CH2:16][N:15](CC4C=CC=C(OC(C)C)C=4)[C@@H:14]([CH3:29])[CH2:13]3)[C:11](=[O:30])[NH:10][C:9]2=[O:31])[CH:5]=[CH:6][CH:7]=1. Product: [F:1][C:2]1[CH:3]=[C:4]([N:8]2[C@@:12]3([CH2:17][CH2:16][NH:15][C@@H:14]([CH3:29])[CH2:13]3)[C:11](=[O:30])[NH:10][C:9]2=[O:31])[CH:5]=[CH:6][CH:7]=1. The catalyst class is: 293. (3) Product: [CH2:17]([N:13]1[C:2](=[O:12])[C:3]2[C:4](=[CH:8][CH:9]=[CH:10][CH:11]=2)[C:5]1=[O:6])[CH:16]=[CH2:15]. The catalyst class is: 3. Reactant: [K+].[C:2]([NH-:13])(=[O:12])[C:3]1[C:4](=[CH:8][CH:9]=[CH:10][CH:11]=1)[C:5]([NH-])=[O:6].[K+].[CH2:15](Br)[CH:16]=[CH2:17]. (4) Reactant: [C:1](#[N:5])[CH2:2][C:3]#[N:4].[N-:6]=[N+:7]=[N-:8].[Na+].[Cl-].[NH4+].C(N(CC)CC)C.[C:19](Cl)([C:32]1[CH:37]=[CH:36][CH:35]=[CH:34][CH:33]=1)([C:26]1[CH:31]=[CH:30][CH:29]=[CH:28][CH:27]=1)[C:20]1[CH:25]=[CH:24][CH:23]=[CH:22][CH:21]=1. Product: [C:19]([N:8]1[N:7]=[N:6][C:3]([CH2:2][C:1]#[N:5])=[N:4]1)([C:20]1[CH:25]=[CH:24][CH:23]=[CH:22][CH:21]=1)([C:32]1[CH:33]=[CH:34][CH:35]=[CH:36][CH:37]=1)[C:26]1[CH:27]=[CH:28][CH:29]=[CH:30][CH:31]=1. The catalyst class is: 3.